This data is from Reaction yield outcomes from USPTO patents with 853,638 reactions. The task is: Predict the reaction yield, written as a fraction of the theoretical maximum amount of product (1.0 means a 100% yield; for example, 0.34 means a 34% yield). (1) The yield is 0.490. The product is [CH3:1][C:2]1[CH:8]=[CH:7][CH:6]=[CH:5][C:3]=1[NH:4][N:9]=[C:21]([C:22](=[O:24])[CH3:23])[C:18](=[O:20])[CH3:19]. The catalyst is C(O)(=O)C.Cl.O.C(O)C. The reactants are [CH3:1][C:2]1[CH:8]=[CH:7][CH:6]=[CH:5][C:3]=1[NH2:4].[N:9]([O-])=O.[Na+].C([O-])(=O)C.[Na+].[C:18]([CH2:21][C:22](=[O:24])[CH3:23])(=[O:20])[CH3:19]. (2) The reactants are [Cl:1][C:2]1[CH:3]=[CH:4][C:5]([NH:12][C:13](=[O:22])[C:14]2[CH:19]=[CH:18][CH:17]=[C:16]([CH2:20]Cl)[CH:15]=2)=[C:6]([CH:11]=1)[C:7]([O:9][CH3:10])=[O:8].C(N(CC)CC)C.[Na+].[SH:31][CH2:32][CH2:33][S:34]([O-:37])(=[O:36])=[O:35].COC1C=C(C=CC=1OC)C(Cl)=O. The catalyst is C(Cl)Cl. The product is [CH3:10][O:9][C:7](=[O:8])[C:6]1[CH:11]=[C:2]([Cl:1])[CH:3]=[CH:4][C:5]=1[NH:12][C:13](=[O:22])[C:14]1[CH:19]=[CH:18][CH:17]=[C:16]([CH2:20][S:31][CH2:32][CH2:33][S:34]([OH:37])(=[O:36])=[O:35])[CH:15]=1. The yield is 0.461. (3) The reactants are [NH:1]1[CH:8]=[CH:7][C:5]([NH2:6])=[N:4][C:2]1=[O:3].N1C=CC=C[CH:10]=1.ClCCl.[C:18]([C:22]1[CH:30]=[CH:29][CH:28]=[CH:27][C:23]=1C(Cl)=O)([CH3:21])([CH3:20])[CH3:19].[OH2:31]. The catalyst is C(Cl)(Cl)Cl. The product is [CH3:21][C:18]([C:22]1[CH:23]=[CH:27][C:28]([C:10]([NH:6][C:5]2[CH:7]=[CH:8][NH:1][C:2](=[O:3])[N:4]=2)=[O:31])=[CH:29][CH:30]=1)([CH3:19])[CH3:20]. The yield is 0.920. (4) The reactants are [CH2:1]([C:9]#[N:10])[CH2:2][CH2:3][CH2:4][CH2:5][CH2:6][CH2:7][CH3:8].Cl.[NH2:12][OH:13].C(N(CC)CC)C. The catalyst is CCO. The product is [OH:13][NH:12][C:9](=[NH:10])[CH2:1][CH2:2][CH2:3][CH2:4][CH2:5][CH2:6][CH2:7][CH3:8]. The yield is 0.260. (5) The product is [N:7]1([CH2:17][C:18]([NH:20][C:21]2[CH:26]=[CH:25][CH:24]=[C:23]([C:27]([F:28])([F:29])[F:30])[CH:22]=2)=[O:19])[C:15]2[C:10](=[CH:11][CH:12]=[CH:13][CH:14]=2)[CH:9]=[CH:8]1. The catalyst is O1CCOCC1.CN(C=O)C. The reactants are CC(C)([O-])C.[K+].[NH:7]1[C:15]2[C:10](=[CH:11][CH:12]=[CH:13][CH:14]=2)[CH:9]=[CH:8]1.Br[CH2:17][C:18]([NH:20][C:21]1[CH:26]=[CH:25][CH:24]=[C:23]([C:27]([F:30])([F:29])[F:28])[CH:22]=1)=[O:19]. The yield is 0.380. (6) The reactants are [Cl:1][C:2]1[CH:7]=[C:6]([Cl:8])[CH:5]=[C:4]([N+:9]([O-])=O)[C:3]=1[OH:12].S(S([O-])=O)([O-])=O.[Na+].[Na+]. The catalyst is C(O)C.O. The product is [NH2:9][C:4]1[CH:5]=[C:6]([Cl:8])[CH:7]=[C:2]([Cl:1])[C:3]=1[OH:12]. The yield is 0.600. (7) The reactants are [F:1][C:2]1[CH:17]=[CH:16][C:5]([O:6][C:7]2[S:11][C:10]3=[N:12][CH:13]=[C:14](I)[N:9]3[N:8]=2)=[CH:4][CH:3]=1.[CH3:18][N:19]([C:21]1[CH:22]=[C:23](B(O)O)[CH:24]=[CH:25][CH:26]=1)[CH3:20].C(=O)([O-])[O-].[Cs+].[Cs+].O. The catalyst is O1CCOCC1.C1C=CC([P]([Pd]([P](C2C=CC=CC=2)(C2C=CC=CC=2)C2C=CC=CC=2)([P](C2C=CC=CC=2)(C2C=CC=CC=2)C2C=CC=CC=2)[P](C2C=CC=CC=2)(C2C=CC=CC=2)C2C=CC=CC=2)(C2C=CC=CC=2)C2C=CC=CC=2)=CC=1. The product is [F:1][C:2]1[CH:17]=[CH:16][C:5]([O:6][C:7]2[S:11][C:10]3=[N:12][CH:13]=[C:14]([C:25]4[CH:26]=[C:21]([N:19]([CH3:20])[CH3:18])[CH:22]=[CH:23][CH:24]=4)[N:9]3[N:8]=2)=[CH:4][CH:3]=1. The yield is 0.100. (8) The reactants are [Cl:1][C:2]1[CH:3]=[C:4]([C:8]([Cl:11])=[CH:9][N:10]=1)[C:5]([OH:7])=O.CN(C(ON1N=NC2C=CC=NC1=2)=[N+](C)C)C.F[P-](F)(F)(F)(F)F.CCN(CC)CC.[NH2:43][C:44]1[CH:66]=[CH:65][C:47]2[CH2:48][CH2:49][C:50]3[C:51]([C:62]([NH2:64])=[O:63])=[N:52][N:53]([C:55]4[CH:60]=[CH:59][C:58]([F:61])=[CH:57][CH:56]=4)[C:54]=3[C:46]=2[CH:45]=1.CC1C(C(O)=O)=CN=C(Cl)C=1. The catalyst is CN(C=O)C. The product is [Cl:1][C:2]1[CH:3]=[C:4]([C:8]([Cl:11])=[CH:9][N:10]=1)[C:5]([NH:43][C:44]1[CH:66]=[CH:65][C:47]2[CH2:48][CH2:49][C:50]3[C:51]([C:62]([NH2:64])=[O:63])=[N:52][N:53]([C:55]4[CH:56]=[CH:57][C:58]([F:61])=[CH:59][CH:60]=4)[C:54]=3[C:46]=2[CH:45]=1)=[O:7]. The yield is 0.730. (9) The reactants are [C:1]1([C:8]2[CH:13]=[CH:12][CH:11]=[CH:10][CH:9]=2)[CH:6]=[CH:5][CH:4]=[C:3]([OH:7])[CH:2]=1.[Br:14][CH2:15][CH2:16][CH2:17]Br.C([O-])([O-])=O.[Cs+].[Cs+]. The catalyst is C(#N)C. The product is [Br:14][CH2:15][CH2:16][CH2:17][O:7][C:3]1[CH:2]=[C:1]([C:8]2[CH:9]=[CH:10][CH:11]=[CH:12][CH:13]=2)[CH:6]=[CH:5][CH:4]=1. The yield is 0.578. (10) The reactants are [OH:1][CH2:2][CH:3]([CH2:5][OH:6])[OH:4].[H-].[Na+].[S:9]1[CH:13]=[N:12][N:11]=[C:10]1[C:14]1[CH:19]=[CH:18][CH:17]=[CH:16][C:15]=1[NH:20][C:21]([C:23]1[CH:28]=[C:27](Cl)[N:26]=[C:25]([C:30]2[CH:35]=[CH:34][CH:33]=[CH:32][CH:31]=2)[N:24]=1)=[O:22]. The catalyst is CS(C)=O.O. The product is [S:9]1[CH:13]=[N:12][N:11]=[C:10]1[C:14]1[CH:19]=[CH:18][CH:17]=[CH:16][C:15]=1[NH:20][C:21]([C:23]1[CH:28]=[C:27]([O:1][CH2:2][CH:3]([OH:4])[CH2:5][OH:6])[N:26]=[C:25]([C:30]2[CH:31]=[CH:32][CH:33]=[CH:34][CH:35]=2)[N:24]=1)=[O:22]. The yield is 0.520.